Predict the reactants needed to synthesize the given product. From a dataset of Full USPTO retrosynthesis dataset with 1.9M reactions from patents (1976-2016). (1) The reactants are: [N:1]([C:4]1[C:14]2=[C:15]3[C:10](=[CH:11][CH:12]=[CH:13]2)[CH2:9][CH2:8][CH2:7][N:6]3[CH:5]=1)=[C:2]=[O:3].[NH2:16][CH2:17][CH2:18][CH2:19][CH2:20][CH2:21][CH2:22][C:23]([NH:25][O:26][CH2:27][C:28]1[CH:33]=[CH:32][CH:31]=[CH:30][CH:29]=1)=[O:24]. Given the product [CH2:27]([O:26][NH:25][C:23](=[O:24])[CH2:22][CH2:21][CH2:20][CH2:19][CH2:18][CH2:17][NH:16][C:2](=[O:3])[NH:1][C:4]1[C:14]2=[C:15]3[C:10](=[CH:11][CH:12]=[CH:13]2)[CH2:9][CH2:8][CH2:7][N:6]3[CH:5]=1)[C:28]1[CH:33]=[CH:32][CH:31]=[CH:30][CH:29]=1, predict the reactants needed to synthesize it. (2) The reactants are: [CH3:1][C:2]1[CH:3]=[C:4]2[C:12]3=[C:13]([O:15][CH2:16][CH:17]([C:18]4[CH:23]=[CH:22][CH:21]=[CH:20][CH:19]=4)[N:11]3[C:10]3[C:5]2=[C:6]([OH:24])[CH:7]=[CH:8][CH:9]=3)[CH:14]=1.C(=O)([O-])[O-].[K+].[K+].Br[CH2:32][C:33]#[N:34]. Given the product [CH3:1][C:2]1[CH:3]=[C:4]2[C:12]3=[C:13]([O:15][CH2:16][CH:17]([C:18]4[CH:19]=[CH:20][CH:21]=[CH:22][CH:23]=4)[N:11]3[C:10]3[CH:9]=[CH:8][CH:7]=[C:6]([O:24][CH2:32][C:33]#[N:34])[C:5]2=3)[CH:14]=1, predict the reactants needed to synthesize it. (3) Given the product [CH:19]1([C:17]([NH:16][C:14]2[N:15]=[C:10]3[CH:9]=[CH:8][C:7]([O:6][C:5]4[CH:22]=[CH:23][C:2]([NH:1][C:39]([C:29]5[N+:30]([O-:38])=[C:31]([C:32]6[CH:33]=[CH:34][CH:35]=[CH:36][CH:37]=6)[C:26]([CH3:25])=[CH:27][CH:28]=5)=[O:40])=[CH:3][C:4]=4[F:24])=[CH:12][N:11]3[CH:13]=2)=[O:18])[CH2:21][CH2:20]1, predict the reactants needed to synthesize it. The reactants are: [NH2:1][C:2]1[CH:23]=[CH:22][C:5]([O:6][C:7]2[CH:8]=[CH:9][C:10]3[N:11]([CH:13]=[C:14]([NH:16][C:17]([CH:19]4[CH2:21][CH2:20]4)=[O:18])[N:15]=3)[CH:12]=2)=[C:4]([F:24])[CH:3]=1.[CH3:25][C:26]1[C:31]([C:32]2[CH:37]=[CH:36][CH:35]=[CH:34][CH:33]=2)=[N+:30]([O-:38])[C:29]([C:39](O)=[O:40])=[CH:28][CH:27]=1.CN(C(ON1N=NC2C=CC=NC1=2)=[N+](C)C)C.F[P-](F)(F)(F)(F)F.C(N(CC)C(C)C)(C)C.C(=O)([O-])O.[Na+]. (4) Given the product [Br:1][C:2]1[C:3]([CH3:27])=[N:4][N:5]([CH2:14][CH2:15][N:29]([CH3:30])[CH3:28])[C:6]=1[C:7]1[CH:12]=[CH:11][C:10]([F:13])=[CH:9][CH:8]=1, predict the reactants needed to synthesize it. The reactants are: [Br:1][C:2]1[C:3]([CH3:27])=[N:4][N:5]([CH2:14][CH2:15]OS(C2C=CC(C)=CC=2)(=O)=O)[C:6]=1[C:7]1[CH:12]=[CH:11][C:10]([F:13])=[CH:9][CH:8]=1.[CH3:28][NH:29][CH3:30]. (5) Given the product [CH3:19][O:1][CH2:2][CH2:3][C:4]1[CH:5]=[C:6]([CH3:15])[C:7]([CH3:14])=[C:8]([CH:13]=1)[C:9]([O:11][CH3:12])=[O:10], predict the reactants needed to synthesize it. The reactants are: [OH:1][CH2:2][CH2:3][C:4]1[CH:5]=[C:6]([CH3:15])[C:7]([CH3:14])=[C:8]([CH:13]=1)[C:9]([O:11][CH3:12])=[O:10].[H-].[Na+].I[CH3:19]. (6) Given the product [Br:1][C:2]1[CH:13]=[CH:12][C:5]2[O:6][CH2:7][C:8](=[O:11])[CH2:9][O:10][C:4]=2[CH:3]=1, predict the reactants needed to synthesize it. The reactants are: [Br:1][C:2]1[CH:13]=[CH:12][C:5]2[O:6][CH2:7][CH:8]([OH:11])[CH2:9][O:10][C:4]=2[CH:3]=1.CC(OI1(OC(C)=O)(OC(C)=O)OC(=O)C2C=CC=CC1=2)=O.